From a dataset of Forward reaction prediction with 1.9M reactions from USPTO patents (1976-2016). Predict the product of the given reaction. (1) Given the reactants Cl[C:2]1[C:7]([CH2:8][C:9]([O:11][CH2:12]C)=[O:10])=[CH:6][N:5]=[CH:4][N:3]=1.[Na].[CH3:15][OH:16], predict the reaction product. The product is: [CH3:15][O:16][C:2]1[C:7]([CH2:8][C:9]([O:11][CH3:12])=[O:10])=[CH:6][N:5]=[CH:4][N:3]=1. (2) Given the reactants [C:1]1([C:15]([O-])=[C:11]([N+:12]([O-:14])=[O:13])[CH:10]=[C:6]([N+:7]([O-:9])=[O:8])[CH:5]=1)[N+:2]([O-:4])=[O:3].[NH4+].C(=O)([O-])[NH2:19].[NH4+].CN1CCCC1=O, predict the reaction product. The product is: [CH:5]1[C:1]([N+:2]([O-:4])=[O:3])=[C:15]([NH2:19])[C:11]([N+:12]([O-:14])=[O:13])=[CH:10][C:6]=1[N+:7]([O-:9])=[O:8]. (3) Given the reactants [Cl:1][C:2]1[CH:3]=[C:4]([C:8]2[O:12][N:11]=[C:10]([CH:13](O)O)[N:9]=2)[CH:5]=[CH:6][CH:7]=1.C(O[CH2:19][CH3:20])C, predict the reaction product. The product is: [Cl-:1].[Cl:1][C:2]1[CH:3]=[C:4]([C:8]2[O:12][N:11]=[C:10]([CH2:13][N+:9]3[CH:20]=[CH:19][CH:3]=[CH:4][CH:8]=3)[N:9]=2)[CH:5]=[CH:6][CH:7]=1. (4) The product is: [O:1]1[C:5]2[CH:6]=[CH:7][C:8]([C:10](=[O:13])[CH:11]([Br:40])[CH3:12])=[CH:9][C:4]=2[CH:3]=[CH:2]1. Given the reactants [O:1]1[C:5]2[CH:6]=[CH:7][C:8]([C:10](=[O:13])[CH2:11][CH3:12])=[CH:9][C:4]=2[CH:3]=[CH:2]1.N#N.C(=O)=O.CC(C)=O.C[Si]([N-][Si](C)(C)C)(C)C.[Li+].C1C(=O)N([Br:40])C(=O)C1, predict the reaction product. (5) The product is: [Br:5][CH2:6][C:7]1[C:8]2[CH:23]=[C:22]([OH:24])[C:21]([OH:26])=[CH:20][C:9]=2[S:10][C:11]=1[C:12]([N:14]1[CH2:19][CH2:18][O:17][CH2:16][CH2:15]1)=[O:13]. Given the reactants B(Br)(Br)Br.[Br:5][CH2:6][C:7]1[C:8]2[CH:23]=[C:22]([O:24]C)[C:21]([O:26]C)=[CH:20][C:9]=2[S:10][C:11]=1[C:12]([N:14]1[CH2:19][CH2:18][O:17][CH2:16][CH2:15]1)=[O:13].CO, predict the reaction product. (6) Given the reactants C(S[CH2:10][CH2:11][C:12]([OH:14])=[O:13])CS[CH2:10][CH2:11][C:12]([OH:14])=[O:13].N12CCCN=C1CCCCC2.ClCC1C(C)=C([OH:39])C(C(C)(C)C)=CC=1C.[C:41]1([CH3:47])[CH:46]=[CH:45][CH:44]=[CH:43][CH:42]=1, predict the reaction product. The product is: [CH3:47][CH:41]1[O:14][C:12](=[O:13])[C:11]2[C:10]([OH:39])=[CH:46][CH:45]=[CH:44][C:43]=2[CH2:42]1. (7) Given the reactants Br[C:2]1[CH:10]=[C:9]2[C:5]([CH2:6][NH:7][C:8]2=[O:11])=[CH:4][CH:3]=1.C1(P(C2CCCCC2)C2CCCCC2)CCCCC1.[F-].[Cs+].[CH3:33][O:34][C:35]1[CH:36]=[C:37]2[C:42](=[CH:43][CH:44]=1)[C:41]([O:45][C:46]1[CH:51]=[CH:50][C:49]([O:52][CH2:53][CH2:54][N:55]3[CH2:60][CH2:59][CH2:58][CH2:57][CH2:56]3)=[CH:48][CH:47]=1)=[C:40](OS(C(F)(F)F)(=O)=O)[CH:39]=[CH:38]2, predict the reaction product. The product is: [CH3:33][O:34][C:35]1[CH:36]=[C:37]2[C:42](=[CH:43][CH:44]=1)[C:41]([O:45][C:46]1[CH:51]=[CH:50][C:49]([O:52][CH2:53][CH2:54][N:55]3[CH2:60][CH2:59][CH2:58][CH2:57][CH2:56]3)=[CH:48][CH:47]=1)=[C:40]([C:2]1[CH:10]=[C:9]3[C:5]([CH2:6][NH:7][C:8]3=[O:11])=[CH:4][CH:3]=1)[CH:39]=[CH:38]2.